This data is from Catalyst prediction with 721,799 reactions and 888 catalyst types from USPTO. The task is: Predict which catalyst facilitates the given reaction. (1) Reactant: [OH:1][C:2]1([CH3:57])[CH:6]([O:7][C:8](=[O:12])[CH:9]([CH3:11])[CH3:10])[CH:5]([CH2:13][O:14][C:15](=[O:19])[CH:16]([CH3:18])[CH3:17])[O:4][CH:3]1[N:20]1[CH:56]=[C:24]2[C:25]([NH:33][C:34]([O:36][CH2:37][O:38][C:39](=[O:55])[CH:40]([NH:44]C(OCC3C=CC=CC=3)=O)[CH:41]([CH3:43])[CH3:42])=[O:35])=[CH:26][C:27]3[C:28](=[O:32])[NH:29][N:30]=[CH:31][C:22]([C:23]=32)=[N:21]1.[H][H]. Product: [OH:1][C:2]1([CH3:57])[CH:6]([O:7][C:8](=[O:12])[CH:9]([CH3:10])[CH3:11])[CH:5]([CH2:13][O:14][C:15](=[O:19])[CH:16]([CH3:17])[CH3:18])[O:4][CH:3]1[N:20]1[CH:56]=[C:24]2[C:25]([NH:33][C:34]([O:36][CH2:37][O:38][C:39](=[O:55])[CH:40]([NH2:44])[CH:41]([CH3:43])[CH3:42])=[O:35])=[CH:26][C:27]3[C:28](=[O:32])[NH:29][N:30]=[CH:31][C:22]([C:23]=32)=[N:21]1. The catalyst class is: 19. (2) Reactant: [O:1]=[C:2]1[NH:6][C:5]([C:12]2[CH:17]=[CH:16][CH:15]=[C:14]([CH3:18])[CH:13]=2)([CH2:7][O:8][CH2:9][CH:10]=[CH2:11])[C:4](=[O:19])[N:3]1[C:20]1[CH:27]=[CH:26][C:23]([C:24]#[N:25])=[C:22]([C:28]([F:31])([F:30])[F:29])[CH:21]=1.[C:32](=O)([O-])[O-].[K+].[K+].CI. Product: [O:1]=[C:2]1[N:6]([CH3:32])[C:5]([C:12]2[CH:17]=[CH:16][CH:15]=[C:14]([CH3:18])[CH:13]=2)([CH2:7][O:8][CH2:9][CH:10]=[CH2:11])[C:4](=[O:19])[N:3]1[C:20]1[CH:27]=[CH:26][C:23]([C:24]#[N:25])=[C:22]([C:28]([F:31])([F:29])[F:30])[CH:21]=1. The catalyst class is: 3. (3) Reactant: C(O)(C(F)(F)F)=O.[F:8][C:9]1[CH:14]=[CH:13][C:12]([C:15]2[N:16]=[C:17]([C@@H:20]3[CH2:25][N:24](C(OC)=O)[C@H:23]([CH3:30])[CH2:22][CH2:21]3)[O:18][CH:19]=2)=[CH:11][CH:10]=1. Product: [F:8][C:9]1[CH:14]=[CH:13][C:12]([C:15]2[N:16]=[C:17]([C@@H:20]3[CH2:25][NH:24][C@H:23]([CH3:30])[CH2:22][CH2:21]3)[O:18][CH:19]=2)=[CH:11][CH:10]=1. The catalyst class is: 2. (4) Reactant: Cl[CH2:2][C:3]1[O:7][C:6]([C:8]2[CH:13]=[CH:12][C:11]([C:14]([F:17])([F:16])[F:15])=[CH:10][CH:9]=2)=[N:5][C:4]=1[CH3:18].C([O-])([O-])=O.[Cs+].[Cs+].[CH2:25]([O:27][C:28](=[O:39])[CH2:29][O:30][C:31]1[CH:36]=[CH:35][C:34]([SH:37])=[CH:33][C:32]=1[CH3:38])[CH3:26].O. Product: [CH2:25]([O:27][C:28](=[O:39])[CH2:29][O:30][C:31]1[CH:36]=[CH:35][C:34]([S:37][CH2:2][C:3]2[O:7][C:6]([C:8]3[CH:13]=[CH:12][C:11]([C:14]([F:17])([F:16])[F:15])=[CH:10][CH:9]=3)=[N:5][C:4]=2[CH3:18])=[CH:33][C:32]=1[CH3:38])[CH3:26]. The catalyst class is: 10. (5) Reactant: Cl.CN(C)CCCN=C=NCC.N1C2C(=NC=CC=2)N(O)N=1.[Cl:23][C:24]1[CH:34]=[C:33]([C:35]2[CH2:40][CH2:39][C:38](=[O:41])[NH:37][N:36]=2)[CH:32]=[CH:31][C:25]=1[O:26][CH2:27][C:28]([OH:30])=O.Cl.[NH2:43][CH2:44][CH2:45][NH:46][C:47](=[O:56])[CH2:48][C:49]1[CH:54]=[CH:53][C:52]([OH:55])=[CH:51][CH:50]=1.C(N(CC)CC)C.Cl. Product: [Cl:23][C:24]1[CH:34]=[C:33]([C:35]2[CH2:40][CH2:39][C:38](=[O:41])[NH:37][N:36]=2)[CH:32]=[CH:31][C:25]=1[O:26][CH2:27][C:28]([NH:43][CH2:44][CH2:45][NH:46][C:47](=[O:56])[CH2:48][C:49]1[CH:50]=[CH:51][C:52]([OH:55])=[CH:53][CH:54]=1)=[O:30]. The catalyst class is: 9.